Task: Predict which catalyst facilitates the given reaction.. Dataset: Catalyst prediction with 721,799 reactions and 888 catalyst types from USPTO (1) Reactant: [NH2:1][C:2]1[CH:7]=[C:6]([Cl:8])[CH:5]=[CH:4][C:3]=1[CH2:9][OH:10]. Product: [NH2:1][C:2]1[CH:7]=[C:6]([Cl:8])[CH:5]=[CH:4][C:3]=1[CH:9]=[O:10]. The catalyst class is: 428. (2) Reactant: I[Si](C)(C)C.[Br:6][C:7]1[CH:8]=[C:9]2[C:14]([NH:15][C@H:16]3[C@@H:20]([CH3:21])[CH2:19][N:18](C(OCC4C=CC=CC=4)=O)[CH2:17]3)=[C:13]([C:32](=[O:34])[NH2:33])[CH:12]=[N:11][N:10]2[CH:35]=1.BrC1C=C2C(Cl)=C(C(N)=O)C=NN2C=1.N[C@H]1[C@@H](C)CN(C(OCC2C=CC=CC=2)=O)C1. Product: [Br:6][C:7]1[CH:8]=[C:9]2[C:14]([NH:15][C@H:16]3[C@@H:20]([CH3:21])[CH2:19][NH:18][CH2:17]3)=[C:13]([C:32]([NH2:33])=[O:34])[CH:12]=[N:11][N:10]2[CH:35]=1. The catalyst class is: 10. (3) Reactant: [Br:1][C:2]1[CH:3]=[C:4]([CH2:9][C:10]([OH:12])=[O:11])[CH:5]=[CH:6][C:7]=1[OH:8].C(=O)([O-])[O-].[K+].[K+].[I-].[K+].[CH2:21](Br)[C:22]1[CH:27]=[CH:26][CH:25]=[CH:24][CH:23]=1. Product: [CH2:21]([O:8][C:7]1[CH:6]=[CH:5][C:4]([CH2:9][C:10]([O:12][CH2:9][C:4]2[CH:5]=[CH:6][CH:7]=[CH:2][CH:3]=2)=[O:11])=[CH:3][C:2]=1[Br:1])[C:22]1[CH:27]=[CH:26][CH:25]=[CH:24][CH:23]=1. The catalyst class is: 21. (4) Reactant: [F:1][C:2]1([F:16])[CH2:6][N:5]([C:7]([O:9][C:10]([CH3:13])([CH3:12])[CH3:11])=[O:8])[C@@H:4]([CH:14]=O)[CH2:3]1.C1(P(C2C=CC=CC=2)(C2C=CC=CC=2)=[C:24]([CH3:29])[C:25]([O:27][CH3:28])=[O:26])C=CC=CC=1. Product: [F:1][C:2]1([F:16])[CH2:6][N:5]([C:7]([O:9][C:10]([CH3:13])([CH3:12])[CH3:11])=[O:8])[C@@H:4]([CH:14]=[C:24]([CH3:29])[C:25]([O:27][CH3:28])=[O:26])[CH2:3]1. The catalyst class is: 2. (5) Reactant: [F:1][C:2]1[CH:27]=[C:26]([F:28])[CH:25]=[CH:24][C:3]=1[CH2:4][N:5]1[C:9]2=[CH:10][N:11]=[C:12]([C:14]([O:16]C)=[O:15])[CH:13]=[C:8]2[C:7]([CH2:18][O:19][CH2:20][CH2:21][O:22][CH3:23])=[CH:6]1.O.[OH-].[Li+].O. Product: [F:1][C:2]1[CH:27]=[C:26]([F:28])[CH:25]=[CH:24][C:3]=1[CH2:4][N:5]1[C:9]2=[CH:10][N:11]=[C:12]([C:14]([OH:16])=[O:15])[CH:13]=[C:8]2[C:7]([CH2:18][O:19][CH2:20][CH2:21][O:22][CH3:23])=[CH:6]1. The catalyst class is: 5. (6) Reactant: [NH2:1][C:2]1[N:7]=[CH:6][N:5]=[C:4]2[N:8]([CH:12]([C:14]3[O:15][C:16]4[C:21]([C:22](=[O:31])[C:23]=3[C:24]3[CH:29]=[CH:28][CH:27]=[C:26]([F:30])[CH:25]=3)=[CH:20][CH:19]=[CH:18][CH:17]=4)[CH3:13])[N:9]=[C:10](I)[C:3]=12.[NH:32]1[C:40]2[C:35](=[CH:36][C:37](B3OC(C)(C)C(C)(C)O3)=[CH:38][CH:39]=2)[CH:34]=[N:33]1.[C:50](=O)([O-])[O-].[Na+].[Na+].ClCCl. Product: [NH2:1][C:2]1[N:7]=[CH:6][N:5]=[C:4]2[N:8]([CH:12]([C:14]3[O:15][C:16]4[C:21]([C:22](=[O:31])[C:23]=3[C:24]3[CH:29]=[CH:28][CH:27]=[C:26]([F:30])[CH:25]=3)=[CH:20][CH:19]=[CH:18][CH:17]=4)[CH3:13])[N:9]=[C:10]([C:37]3[CH:36]=[C:35]4[C:40](=[CH:39][CH:38]=3)[NH:32][N:33]=[C:34]4[CH3:50])[C:3]=12. The catalyst class is: 615.